From a dataset of Full USPTO retrosynthesis dataset with 1.9M reactions from patents (1976-2016). Predict the reactants needed to synthesize the given product. (1) Given the product [CH3:1][O:2][CH2:3][O:4][C:5]1[C:9]([C:10]([O:12][CH2:13][CH3:14])=[O:11])=[CH:8][NH:7][N:6]=1, predict the reactants needed to synthesize it. The reactants are: [CH3:1][O:2][CH2:3][O:4][C:5]1[C:9]([C:10]([O:12][CH2:13][CH3:14])=[O:11])=[CH:8][N:7](C(OC(C)(C)C)=O)[N:6]=1.O.[OH-].[Li+].O1CCCC1.CO. (2) Given the product [Br:1][C:2]1[N:7]=[CH:6][C:5]2[C:8]([CH2:21][NH:24][CH3:23])=[CH:9][N:10]([S:11]([C:14]3[CH:19]=[CH:18][CH:17]=[C:16]([F:20])[CH:15]=3)(=[O:13])=[O:12])[C:4]=2[CH:3]=1, predict the reactants needed to synthesize it. The reactants are: [Br:1][C:2]1[N:7]=[CH:6][C:5]2[C:8]([CH:21]=O)=[CH:9][N:10]([S:11]([C:14]3[CH:19]=[CH:18][CH:17]=[C:16]([F:20])[CH:15]=3)(=[O:13])=[O:12])[C:4]=2[CH:3]=1.[C:23]([BH3-])#[N:24].[Na+].CN.O1CCCC1.C(=O)(O)[O-].[Na+].